Dataset: Forward reaction prediction with 1.9M reactions from USPTO patents (1976-2016). Task: Predict the product of the given reaction. (1) Given the reactants [CH2:1]([O:3][CH:4]([O:15][CH2:16][CH3:17])[C:5]1[O:13][C:12]2[C:11](I)=[CH:10][N:9]=[CH:8][C:7]=2[CH:6]=1)[CH3:2].[CH2:18]([O:25][C:26]1[CH:31]=[CH:30][C:29](B(O)O)=[CH:28][CH:27]=1)[C:19]1[CH:24]=[CH:23][CH:22]=[CH:21][CH:20]=1.C(=O)([O-])[O-].[Na+].[Na+], predict the reaction product. The product is: [CH2:18]([O:25][C:26]1[CH:31]=[CH:30][C:29]([C:11]2[C:12]3[O:13][C:5]([CH:4]([O:15][CH2:16][CH3:17])[O:3][CH2:1][CH3:2])=[CH:6][C:7]=3[CH:8]=[N:9][CH:10]=2)=[CH:28][CH:27]=1)[C:19]1[CH:24]=[CH:23][CH:22]=[CH:21][CH:20]=1. (2) Given the reactants [NH2:1][C@@:2]1([C:15]2[CH:20]=[CH:19][C:18]([F:21])=[CH:17][C:16]=2[F:22])[CH2:7][O:6][C@@H:5]([CH:8]2[CH2:10][CH2:9]2)[CH2:4][C@H:3]1[C@@H:11]([OH:14])[CH2:12][F:13].C1([C@@H]2OC[C@@](N[C:41]([NH:43][C:44](=[O:51])[C:45]3[CH:50]=[CH:49][CH:48]=[CH:47][CH:46]=3)=[S:42])(C3C=CC(F)=CC=3F)[C@H]([C@@H](O)C)C2)CC1, predict the reaction product. The product is: [CH:8]1([C@@H:5]2[O:6][CH2:7][C@@:2]([NH:1][C:41]([NH:43][C:44](=[O:51])[C:45]3[CH:46]=[CH:47][CH:48]=[CH:49][CH:50]=3)=[S:42])([C:15]3[CH:20]=[CH:19][C:18]([F:21])=[CH:17][C:16]=3[F:22])[C@H:3]([C@@H:11]([OH:14])[CH2:12][F:13])[CH2:4]2)[CH2:10][CH2:9]1. (3) The product is: [Br:1][C:2]1[CH:3]=[C:4]([C:7]([NH:10][C:11]2[CH:22]=[CH:21][C:14]([O:15][CH2:16][C:17]([OH:19])([CH3:20])[CH3:18])=[C:13]([O:23][CH3:24])[CH:12]=2)=[O:9])[NH:5][CH:6]=1. Given the reactants [Br:1][C:2]1[CH:3]=[C:4]([C:7]([OH:9])=O)[NH:5][CH:6]=1.[NH2:10][C:11]1[CH:22]=[CH:21][C:14]([O:15][CH2:16][C:17]([CH3:20])([OH:19])[CH3:18])=[C:13]([O:23][CH3:24])[CH:12]=1.C(Cl)CCl.C1C=CC2N(O)N=NC=2C=1, predict the reaction product. (4) Given the reactants [CH3:1][O:2][C:3]1[CH:4]=[C:5](/[CH:15]=[CH:16]/[C:17]#[N:18])[CH:6]=[CH:7][C:8]=1[N:9]1[CH:13]=[C:12]([CH3:14])[N:11]=[CH:10]1.Cl.[CH2:20]([O:22]CC)[CH3:21], predict the reaction product. The product is: [CH3:1][O:2][C:3]1[CH:4]=[C:5](/[CH:15]=[CH:16]/[C:17](=[NH:18])[O:22][CH2:20][CH3:21])[CH:6]=[CH:7][C:8]=1[N:9]1[CH:13]=[C:12]([CH3:14])[N:11]=[CH:10]1.